From a dataset of Full USPTO retrosynthesis dataset with 1.9M reactions from patents (1976-2016). Predict the reactants needed to synthesize the given product. (1) Given the product [CH3:1][N:2]1[C:6]2[CH:7]=[CH:8][C:9]([C:11]3[O:13][N:25]=[C:18]([C:19]4[CH:20]=[N:21][CH:22]=[CH:23][CH:24]=4)[N:17]=3)=[CH:10][C:5]=2[N:4]([CH3:14])[C:3]1=[O:15], predict the reactants needed to synthesize it. The reactants are: [CH3:1][N:2]1[C:6]2[CH:7]=[CH:8][C:9]([C:11]([OH:13])=O)=[CH:10][C:5]=2[N:4]([CH3:14])[C:3]1=[O:15].O[N:17]=[C:18]([NH2:25])[C:19]1[CH:24]=[CH:23][CH:22]=[N:21][CH:20]=1.N. (2) Given the product [CH3:18][S:19]([NH:16][C:13]1[CH:14]=[CH:15][C:10]([CH2:9][CH2:8][NH:7][C:6](=[O:17])[O:5][C:1]([CH3:4])([CH3:2])[CH3:3])=[CH:11][CH:12]=1)(=[O:21])=[O:20], predict the reactants needed to synthesize it. The reactants are: [C:1]([O:5][C:6](=[O:17])[NH:7][CH2:8][CH2:9][C:10]1[CH:15]=[CH:14][C:13]([NH2:16])=[CH:12][CH:11]=1)([CH3:4])([CH3:3])[CH3:2].[CH3:18][S:19](Cl)(=[O:21])=[O:20]. (3) The reactants are: N1(C2CCCCCCCCCC2)CCCCCCCCCN1.[C:23]1([CH2:33][NH:34][C:35]2[N:43]=[C:42]([C:44]#[N:45])[N:41]=[C:40]3[C:36]=2[N:37]=[CH:38][NH:39]3)[C:32]2[C:27](=[CH:28][CH:29]=[CH:30][CH:31]=2)[CH:26]=[CH:25][CH:24]=1.C([O-])(=O)C1C=CC=CC=1.[C:55]([O:63][C@H:64]1[C@@H:68]([O:69][C:70](=[O:77])[C:71]2[CH:76]=[CH:75][CH:74]=[CH:73][CH:72]=2)[C@H:67](OC(=O)C)[O:66][C@@H:65]1[C:82]([NH:84][CH2:85][CH3:86])=[O:83])(=[O:62])[C:56]1[CH:61]=[CH:60][CH:59]=[CH:58][CH:57]=1.FC(F)(F)S(O[Si](C)(C)C)(=O)=O. Given the product [C:70]([O:69][C@@H:68]1[C@H:64]([O:63][C:55](=[O:62])[C:56]2[CH:61]=[CH:60][CH:59]=[CH:58][CH:57]=2)[C@@H:65]([C:82]([NH:84][CH2:85][CH3:86])=[O:83])[O:66][C@H:67]1[N:39]1[CH:38]=[N:37][C:36]2[C:40]1=[N:41][C:42]([C:44]#[N:45])=[N:43][C:35]=2[NH:34][CH2:33][C:23]1[C:32]2[C:27](=[CH:28][CH:29]=[CH:30][CH:31]=2)[CH:26]=[CH:25][CH:24]=1)(=[O:77])[C:71]1[CH:76]=[CH:75][CH:74]=[CH:73][CH:72]=1, predict the reactants needed to synthesize it.